From a dataset of Forward reaction prediction with 1.9M reactions from USPTO patents (1976-2016). Predict the product of the given reaction. (1) The product is: [C:9]([C@@H:7]([NH:8][C:27]([C@@H:22]1[CH2:23][CH2:24][CH2:25][CH2:26][N:21]1[C:19]([O:18][C:14]([CH3:17])([CH3:16])[CH3:15])=[O:20])=[O:28])[CH2:6][C:5]1[CH:12]=[CH:13][C:2]([I:1])=[CH:3][CH:4]=1)#[N:11]. Given the reactants [I:1][C:2]1[CH:13]=[CH:12][C:5]([CH2:6][C@@H:7]([C:9]([NH2:11])=O)[NH2:8])=[CH:4][CH:3]=1.[C:14]([O:18][C:19]([N:21]1[CH2:26][CH2:25][CH2:24][CH2:23][C@H:22]1[C:27](O)=[O:28])=[O:20])([CH3:17])([CH3:16])[CH3:15].C(N(C(C)C)CC)(C)C.F[B-](F)(F)F.N1(OC(N(C)C)=[N+](C)C)C2C=CC=CC=2N=N1, predict the reaction product. (2) The product is: [CH2:22]([O:21][C:19]([NH:18][C@H:15]1[CH2:16][CH2:17][N:12]([C:10]2[S:40][C:1]([CH3:2])=[C:4]([C:5]([O:7][CH3:8])=[O:6])[CH:9]=2)[CH2:13][C@H:14]1[O:29][CH3:30])=[O:20])[C:23]1[CH:28]=[CH:27][CH:26]=[CH:25][CH:24]=1. Given the reactants [C:1]([CH:4]([CH2:9][C:10]([N:12]1[CH2:17][CH2:16][C@H:15]([NH:18][C:19]([O:21][CH2:22][C:23]2[CH:28]=[CH:27][CH:26]=[CH:25][CH:24]=2)=[O:20])[C@H:14]([O:29][CH3:30])[CH2:13]1)=O)[C:5]([O:7][CH3:8])=[O:6])(=O)[CH3:2].COC1C=CC(P2(SP(C3C=CC(OC)=CC=3)(=S)S2)=[S:40])=CC=1, predict the reaction product. (3) Given the reactants [CH3:1][O:2][C:3]1[CH:8]=[CH:7][C:6]([C:9]2[O:13][N:12]=[C:11]([CH2:14][S:15]([C:18]3[CH:48]=[CH:47][C:21]([CH2:22][CH2:23][NH:24][CH2:25][C@H:26]([OH:46])[CH2:27][O:28][C:29]4[CH:34]=[CH:33][C:32]([O:35][Si](C(C)C)(C(C)C)C(C)C)=[CH:31][CH:30]=4)=[CH:20][CH:19]=3)(=[O:17])=[O:16])[N:10]=2)=[CH:5][CH:4]=1.CCCC[N+](CCCC)(CCCC)CCCC.[F-], predict the reaction product. The product is: [OH:46][C@@H:26]([CH2:25][NH:24][CH2:23][CH2:22][C:21]1[CH:20]=[CH:19][C:18]([S:15]([CH2:14][C:11]2[N:10]=[C:9]([C:6]3[CH:5]=[CH:4][C:3]([O:2][CH3:1])=[CH:8][CH:7]=3)[O:13][N:12]=2)(=[O:17])=[O:16])=[CH:48][CH:47]=1)[CH2:27][O:28][C:29]1[CH:34]=[CH:33][C:32]([OH:35])=[CH:31][CH:30]=1. (4) Given the reactants [NH2:1][C:2]1[C:11]([NH:12][C:13]([CH:15]2[CH2:17][CH2:16]2)=O)=[CH:10][C:9]([C:18]2[C:19]([CH3:24])=[N:20][O:21][C:22]=2[CH3:23])=[CH:8][C:3]=1[C:4]([O:6][CH3:7])=[O:5], predict the reaction product. The product is: [CH:15]1([C:13]2[NH:12][C:11]3[CH:10]=[C:9]([C:18]4[C:19]([CH3:24])=[N:20][O:21][C:22]=4[CH3:23])[CH:8]=[C:3]([C:4]([O:6][CH3:7])=[O:5])[C:2]=3[N:1]=2)[CH2:17][CH2:16]1.